From a dataset of Full USPTO retrosynthesis dataset with 1.9M reactions from patents (1976-2016). Predict the reactants needed to synthesize the given product. (1) The reactants are: [CH2:1]([C@H:3]1[C@@H:7]([C:8]2[N:12]3[C:13]4[CH:19]=[CH:18][N:17](S(C5C=CC(C)=CC=5)(=O)=O)[C:14]=4[N:15]=[CH:16][C:11]3=[N:10][N:9]=2)[CH2:6][C@@H:5]([NH:30][S:31]([CH:34]2[CH2:36][CH2:35]2)(=[O:33])=[O:32])[CH2:4]1)[CH3:2].O1CCOCC1.[OH-].[Na+].CCOC(C)=O. Given the product [CH2:1]([C@H:3]1[C@@H:7]([C:8]2[N:12]3[C:13]4[CH:19]=[CH:18][NH:17][C:14]=4[N:15]=[CH:16][C:11]3=[N:10][N:9]=2)[CH2:6][C@@H:5]([NH:30][S:31]([CH:34]2[CH2:36][CH2:35]2)(=[O:33])=[O:32])[CH2:4]1)[CH3:2], predict the reactants needed to synthesize it. (2) Given the product [C:30]([C:34]1[CH:35]=[CH:36][C:37]([CH2:38][N:13]2[C:14]3[C:19](=[CH:18][CH:17]=[CH:16][CH:15]=3)[C:20]([CH2:21][CH2:22][CH2:23][CH2:24][CH3:25])=[C:12]2[C:8]2[CH:7]=[C:6]3[C:11](=[CH:10][CH:9]=2)[C:2]([Br:1])=[C:3]([O:26][CH2:27][C:28]#[N:29])[CH:4]=[CH:5]3)=[CH:40][CH:41]=1)([CH3:33])([CH3:31])[CH3:32], predict the reactants needed to synthesize it. The reactants are: [Br:1][C:2]1[C:11]2[C:6](=[CH:7][C:8]([C:12]3[NH:13][C:14]4[C:19]([C:20]=3[CH2:21][CH2:22][CH2:23][CH2:24][CH3:25])=[CH:18][CH:17]=[CH:16][CH:15]=4)=[CH:9][CH:10]=2)[CH:5]=[CH:4][C:3]=1[O:26][CH2:27][C:28]#[N:29].[C:30]([C:34]1[CH:41]=[CH:40][C:37]([CH2:38]Br)=[CH:36][CH:35]=1)([CH3:33])([CH3:32])[CH3:31]. (3) Given the product [Cl:16][C:17]1[CH:22]=[CH:21][C:20]([C:2]2[C:3]([O:11][CH:12]3[CH2:15][CH2:14][CH2:13]3)=[N:4][CH:5]=[C:6]([CH:10]=2)[C:7]([OH:9])=[O:8])=[CH:19][CH:18]=1, predict the reactants needed to synthesize it. The reactants are: Br[C:2]1[C:3]([O:11][CH:12]2[CH2:15][CH2:14][CH2:13]2)=[N:4][CH:5]=[C:6]([CH:10]=1)[C:7]([OH:9])=[O:8].[Cl:16][C:17]1[CH:22]=[CH:21][C:20](B(O)O)=[CH:19][CH:18]=1.C(=O)([O-])[O-].[K+].[K+]. (4) Given the product [CH3:33][S:34]([O:25][C:19]1[CH:18]=[C:17]([C:9]2([C:4]3[CH:5]=[CH:6][C:7]([F:8])=[C:2]([Br:1])[CH:3]=3)[C:10](=[O:16])[N:11]([CH3:15])[C:12](=[S:14])[NH:13]2)[CH:22]=[CH:21][C:20]=1[CH2:23][CH3:24])(=[O:36])=[O:35], predict the reactants needed to synthesize it. The reactants are: [Br:1][C:2]1[CH:3]=[C:4]([C:9]2([C:17]3[CH:22]=[CH:21][C:20]([CH2:23][CH3:24])=[C:19]([OH:25])[CH:18]=3)[NH:13][C:12](=[S:14])[N:11]([CH3:15])[C:10]2=[O:16])[CH:5]=[CH:6][C:7]=1[F:8].C(N(CC)CC)C.[CH3:33][S:34](Cl)(=[O:36])=[O:35]. (5) Given the product [CH3:1][O:2][C:3]1[C:12]2[C:11]3[CH:13]=[CH:14][C:15]([CH2:17][S:18]([NH2:21])(=[O:19])=[O:20])=[CH:16][C:10]=3[CH:9]([CH2:39][CH2:38][C:37]([O:36][CH2:34][CH3:35])=[O:41])[O:8][C:7]=2[CH:6]=[CH:5][CH:4]=1, predict the reactants needed to synthesize it. The reactants are: [CH3:1][O:2][C:3]1[C:12]2[C:11]3[CH:13]=[CH:14][C:15]([CH2:17][S:18]([NH2:21])(=[O:20])=[O:19])=[CH:16][C:10]=3[CH:9](OC)[O:8][C:7]=2[CH:6]=[CH:5][CH:4]=1.B(F)(F)F.CCOCC.[Br-].[CH2:34]([O:36][C:37](=[O:41])[CH2:38][CH2:39][Zn+])[CH3:35].C([O-])(O)=O.[Na+].